This data is from Catalyst prediction with 721,799 reactions and 888 catalyst types from USPTO. The task is: Predict which catalyst facilitates the given reaction. Reactant: [NH2:1][C:2]1[NH:6][N:5]=[CH:4][C:3]=1[C:7]([C:9]1[S:10][CH:11]=[CH:12][CH:13]=1)=[O:8].CN(C)[CH:16]=[CH:17][C:18]([C:20]1[CH:21]=[CH:22][C:23]([F:31])=[C:24]([N:26]([CH3:30])[C:27](=[O:29])[CH3:28])[CH:25]=1)=O.C(OCC)(=O)C. The catalyst class is: 15. Product: [F:31][C:23]1[CH:22]=[CH:21][C:20]([C:18]2[N:6]3[N:5]=[CH:4][C:3]([C:7]([C:9]4[S:10][CH:11]=[CH:12][CH:13]=4)=[O:8])=[C:2]3[N:1]=[CH:16][CH:17]=2)=[CH:25][C:24]=1[N:26]([CH3:30])[C:27](=[O:29])[CH3:28].